Dataset: Catalyst prediction with 721,799 reactions and 888 catalyst types from USPTO. Task: Predict which catalyst facilitates the given reaction. (1) Reactant: [C:1]([C:3]1[CH:11]=[CH:10][CH:9]=[C:8]2[C:4]=1[CH:5]=[N:6][N:7]2[CH2:12][CH2:13][C:14]([O:16][CH2:17][CH3:18])=[O:15])#[N:2].Cl.[NH2:20][OH:21].C(=O)(O)[O-].[Na+]. Product: [OH:21][NH:20][C:1](=[NH:2])[C:3]1[CH:11]=[CH:10][CH:9]=[C:8]2[C:4]=1[CH:5]=[N:6][N:7]2[CH2:12][CH2:13][C:14]([O:16][CH2:17][CH3:18])=[O:15]. The catalyst class is: 8. (2) Reactant: [CH3:1][C@:2]1([C:7]([OH:9])=[O:8])[CH2:6][CH2:5][CH2:4][NH:3]1.[OH-].[Na+].[C:12](O[C:12]([O:14][C:15]([CH3:18])([CH3:17])[CH3:16])=[O:13])([O:14][C:15]([CH3:18])([CH3:17])[CH3:16])=[O:13].Cl. Product: [C:15]([O:14][C:12]([N:3]1[CH2:4][CH2:5][CH2:6][C@:2]1([CH3:1])[C:7]([OH:9])=[O:8])=[O:13])([CH3:18])([CH3:17])[CH3:16]. The catalyst class is: 38.